Dataset: Full USPTO retrosynthesis dataset with 1.9M reactions from patents (1976-2016). Task: Predict the reactants needed to synthesize the given product. (1) Given the product [NH:5]1[C:6]2[CH2:10][CH2:9][CH2:8][C:7]=2[C:11]([NH2:12])=[N:2][S:1]1(=[O:4])=[O:3], predict the reactants needed to synthesize it. The reactants are: [S:1]([NH:5][C:6]1[CH2:10][CH2:9][CH2:8][C:7]=1[C:11]#[N:12])(=[O:4])(=[O:3])[NH2:2].[OH-].[Na+].Cl. (2) The reactants are: C[O:2][C:3](=[O:21])[CH:4]([N:9]1[C:17]2[C:12](=[CH:13][C:14]([CH3:18])=[CH:15][CH:16]=2)[C:11](=[O:19])[C:10]1=[O:20])[CH2:5][CH:6]([CH3:8])[CH3:7].O.[OH-].[Li+]. Given the product [CH3:7][CH:6]([CH3:8])[CH2:5][CH:4]([N:9]1[C:17]2[C:12](=[CH:13][C:14]([CH3:18])=[CH:15][CH:16]=2)[C:11](=[O:19])[C:10]1=[O:20])[C:3]([OH:21])=[O:2], predict the reactants needed to synthesize it. (3) Given the product [CH3:14][O:13][N:12]([CH3:11])[C:9]([C:7]1[N:4]([CH2:5][CH3:6])[N:22]=[CH:26][CH:8]=1)=[O:51], predict the reactants needed to synthesize it. The reactants are: C([N:4]([CH:7]([CH3:9])[CH3:8])[CH2:5][CH3:6])(C)C.Cl.[CH3:11][NH:12][O:13][CH3:14].F[P-](F)(F)(F)(F)F.[N:22]1(O[P+](N2CCCC2)(N2CCCC2)N2CCCC2)[C:26]2C=CC=CC=2N=N1.CN(C)C=[O:51].